Dataset: Reaction yield outcomes from USPTO patents with 853,638 reactions. Task: Predict the reaction yield, written as a fraction of the theoretical maximum amount of product (1.0 means a 100% yield; for example, 0.34 means a 34% yield). (1) The reactants are [Cl:1][C:2]1[CH:7]=[CH:6][C:5]([CH:8]([C:21]([N:23]2[CH2:28][CH2:27][N:26]([C:29]3[C:30]4[C@H:37]([CH3:38])[CH2:36][CH2:35][C:31]=4[N:32]=[CH:33][N:34]=3)[CH2:25][CH2:24]2)=[O:22])[CH2:9][N:10]([CH:18]([CH3:20])[CH3:19])C(=O)OC(C)(C)C)=[CH:4][CH:3]=1.[ClH:39]. The catalyst is C(Cl)Cl. The product is [ClH:1].[ClH:39].[Cl:1][C:2]1[CH:7]=[CH:6][C:5]([CH:8]([CH2:9][NH:10][CH:18]([CH3:20])[CH3:19])[C:21]([N:23]2[CH2:28][CH2:27][N:26]([C:29]3[C:30]4[C@H:37]([CH3:38])[CH2:36][CH2:35][C:31]=4[N:32]=[CH:33][N:34]=3)[CH2:25][CH2:24]2)=[O:22])=[CH:4][CH:3]=1. The yield is 0.990. (2) The reactants are [CH3:1][N:2]1[N:11]=[N:10][C:9]2[N:5]([CH:6]=[N:7][C:8]=2[C:12]([NH2:14])=[O:13])[C:3]1=[O:4].Cl.C(#N)C.C(O)(=O)C. The catalyst is O. The product is [CH3:1][N:2]1[N:11]=[N:10][C:9]2[N:5]([CH:6]=[N:7][C:8]=2[C:12]([NH2:14])=[O:13])[C:3]1=[O:4]. The yield is 0.867. (3) The yield is 0.710. No catalyst specified. The product is [OH:41][C:39]1[CH:40]=[C:35]([NH:34][CH:2]=[C:3]2[C:11]3[C:6](=[CH:7][C:8]([C:12]([C:14]4[CH:15]=[C:16]([NH:20][C:21]([C:23]5[N:24]([C:29]([CH3:32])([CH3:31])[CH3:30])[N:25]=[C:26]([CH3:28])[CH:27]=5)=[O:22])[CH:17]=[CH:18][CH:19]=4)=[O:13])=[CH:9][CH:10]=3)[NH:5][C:4]2=[O:33])[CH:36]=[CH:37][C:38]=1[CH3:44]. The reactants are O[CH:2]=[C:3]1[C:11]2[C:6](=[CH:7][C:8]([C:12]([C:14]3[CH:15]=[C:16]([NH:20][C:21]([C:23]4[N:24]([C:29]([CH3:32])([CH3:31])[CH3:30])[N:25]=[C:26]([CH3:28])[CH:27]=4)=[O:22])[CH:17]=[CH:18][CH:19]=3)=[O:13])=[CH:9][CH:10]=2)[NH:5][C:4]1=[O:33].[NH2:34][C:35]1[CH:36]=[CH:37][C:38](OC)=[C:39]([OH:41])[CH:40]=1.[CH2:44]1COCC1. (4) The reactants are N[CH2:2][C:3]([C:5]1[CH:10]=[CH:9][CH:8]=[CH:7][CH:6]=1)=[O:4].CC[N:13](CC)CC.[CH3:18][O:19][C:20]1[CH:28]=[CH:27][C:23]([C:24](Cl)=[O:25])=[CH:22][CH:21]=1. The catalyst is C1COCC1. The product is [C:3]([C:5]1[CH:10]=[CH:9][CH:8]=[CH:7][C:6]=1[NH:13][C:24](=[O:25])[C:23]1[CH:27]=[CH:28][C:20]([O:19][CH3:18])=[CH:21][CH:22]=1)(=[O:4])[CH3:2]. The yield is 0.930. (5) The reactants are [C:1]([C:4]1[C:22](=[O:23])[C@@:8]2([CH3:24])[C:9]3[C:15]([OH:16])=[CH:14][C:13]([O:17][CH3:18])=[C:12]([C:19]([NH2:21])=[O:20])[C:10]=3[O:11][C:7]2=[CH:6][C:5]=1[OH:25])(=[O:3])[CH3:2].[CH2:26]([C:28]1[CH:37]=[C:36]([F:38])[C:35]2[C:30](=[CH:31][CH:32]=[CH:33][CH:34]=2)[C:29]=1[CH:39]=O)[CH3:27].C([SiH](CC)CC)C.FC(F)(F)C(O)=O. The catalyst is C(#N)C. The product is [C:1]([C:4]1[C:22](=[O:23])[C@@:8]2([CH3:24])[C:9]3[C:15]([OH:16])=[CH:14][C:13]([O:17][CH3:18])=[C:12]([C:19]([NH:21][CH2:39][C:29]4[C:30]5[C:35](=[CH:34][CH:33]=[CH:32][CH:31]=5)[C:36]([F:38])=[CH:37][C:28]=4[CH2:26][CH3:27])=[O:20])[C:10]=3[O:11][C:7]2=[CH:6][C:5]=1[OH:25])(=[O:3])[CH3:2]. The yield is 0.790. (6) The reactants are [Cl:1][CH2:2][CH2:3][CH2:4][S:5](Cl)(=[O:7])=[O:6].[CH3:9][N:10]1[CH2:15][CH2:14][NH:13][CH2:12][CH2:11]1.CCN(CC)CC. The catalyst is C(Cl)Cl. The product is [Cl:1][CH2:2][CH2:3][CH2:4][S:5]([N:13]1[CH2:14][CH2:15][N:10]([CH3:9])[CH2:11][CH2:12]1)(=[O:7])=[O:6]. The yield is 0.930. (7) The reactants are Br[C:2]1[CH:3]=[CH:4][C:5]2[C:11]3[S:12][C:13]([C:15]([N:17]([C:19]4[CH:24]=[C:23]([C:25](=[O:31])[NH:26][CH2:27][C@H:28]([OH:30])[CH3:29])[CH:22]=[CH:21][C:20]=4[Cl:32])[CH3:18])=[O:16])=[CH:14][C:10]=3[CH2:9][CH2:8][O:7][C:6]=2[CH:33]=1.CC1(C)C2C(=C(P(C3C=CC=CC=3)C3C=CC=CC=3)C=CC=2)[O:55][C:37]2C(P(C3C=CC=CC=3)C3C=CC=CC=3)=CC=CC1=2.[CH3:76][S:77]([CH2:80][CH2:81][NH2:82])(=[O:79])=[O:78].Cl.C([O-])([O-])=O.[Na+].[Na+]. The catalyst is C1(C)C=CC=CC=1.CN(C=O)C.CC([O-])=O.CC([O-])=O.[Pd+2]. The product is [Cl:32][C:20]1[CH:21]=[CH:22][C:23]([C:25](=[O:31])[NH:26][CH2:27][C@H:28]([OH:30])[CH3:29])=[CH:24][C:19]=1[N:17]([CH3:18])[C:15]([C:13]1[S:12][C:11]2[C:5]3[CH:4]=[CH:3][C:2]([C:37]([NH:82][CH2:81][CH2:80][S:77]([CH3:76])(=[O:79])=[O:78])=[O:55])=[CH:33][C:6]=3[O:7][CH2:8][CH2:9][C:10]=2[CH:14]=1)=[O:16]. The yield is 0.180. (8) The reactants are [CH3:1][O:2][C:3]1[CH:4]=[C:5]([CH2:11][C:12]#[N:13])[CH:6]=[CH:7][C:8]=1[O:9][CH3:10].[C:14](OCC)(=[O:17])[CH2:15][CH3:16].[O-]CC.[Na+]. The catalyst is C(O)C. The product is [CH3:1][O:2][C:3]1[CH:4]=[C:5]([CH:11]([C:14](=[O:17])[CH2:15][CH3:16])[C:12]#[N:13])[CH:6]=[CH:7][C:8]=1[O:9][CH3:10]. The yield is 0.300.